This data is from Catalyst prediction with 721,799 reactions and 888 catalyst types from USPTO. The task is: Predict which catalyst facilitates the given reaction. Reactant: [OH:1][C:2]1[CH:7]=[CH:6][C:5]([C:8]([C:11]2[CH:16]=[CH:15][C:14]([OH:17])=[CH:13][CH:12]=2)([CH3:10])[CH3:9])=[CH:4][CH:3]=1.[CH2:18](OCC=C)[CH:19]=[CH2:20].[C:25]1(C2C(=CC=CC=2)C([O-])=O)[C:26](=CC=C[CH:33]=1)C([O-])=O.C(Cl)C=C. Product: [CH2:20]([C:7]1[CH:6]=[C:5]([C:8]([C:11]2[CH:12]=[CH:13][C:14]([OH:17])=[C:15]([CH2:26][CH:25]=[CH2:33])[CH:16]=2)([CH3:10])[CH3:9])[CH:4]=[CH:3][C:2]=1[OH:1])[CH:19]=[CH2:18]. The catalyst class is: 262.